From a dataset of Catalyst prediction with 721,799 reactions and 888 catalyst types from USPTO. Predict which catalyst facilitates the given reaction. (1) Reactant: [F:1][C:2]([F:18])([F:17])[S:3]([NH:6][C:7]1[CH:12]=[CH:11][C:10]([C:13]([NH:15][NH2:16])=[O:14])=[CH:9][CH:8]=1)(=[O:5])=[O:4].Cl[C:20](=[O:26])[C:21]([O:23][CH2:24][CH3:25])=[O:22]. Product: [O:26]=[C:20]([NH:16][NH:15][C:13](=[O:14])[C:10]1[CH:9]=[CH:8][C:7]([NH:6][S:3]([C:2]([F:17])([F:1])[F:18])(=[O:4])=[O:5])=[CH:12][CH:11]=1)[C:21]([O:23][CH2:24][CH3:25])=[O:22]. The catalyst class is: 4. (2) Reactant: N1CC(C2[CH2:10][CH2:9][N:8]([C:11]([C:13]3[S:14][CH:15]=[CH:16][N:17]=3)=[O:12])[CH2:7][CH2:6]2)C1.[F:18][C:19]1[CH:20]=[C:21]([N:26]2[C:34]3[C:29](=[CH:30][C:31]([C:35]([OH:37])=O)=[CH:32][CH:33]=3)[CH:28]=[CH:27]2)[CH:22]=[CH:23][C:24]=1[F:25].CCN(CC)CC.CN(C(ON1N=[N:60][C:55]2C=C[CH:58]=[N:59][C:54]1=2)=[N+](C)C)C.F[P-](F)(F)(F)(F)F. Product: [F:18][C:19]1[CH:20]=[C:21]([N:26]2[C:34]3[C:29](=[CH:30][C:31]([C:35]([N:59]4[CH2:54][CH:55]([N:60]5[CH2:6][CH2:7][N:8]([C:11]([C:13]6[S:14][CH:15]=[CH:16][N:17]=6)=[O:12])[CH2:9][CH2:10]5)[CH2:58]4)=[O:37])=[CH:32][CH:33]=3)[CH:28]=[CH:27]2)[CH:22]=[CH:23][C:24]=1[F:25]. The catalyst class is: 2. (3) Reactant: [H-].[Al+3].[Li+].[H-].[H-].[H-].[NH2:7][CH:8]([C:10]1[CH:11]=[CH:12][C:13]2[O:18][CH2:17][C:16](=O)[NH:15][C:14]=2[CH:20]=1)[CH3:9]. Product: [O:18]1[C:13]2[CH:12]=[CH:11][C:10]([CH:8]([NH2:7])[CH3:9])=[CH:20][C:14]=2[NH:15][CH2:16][CH2:17]1. The catalyst class is: 1. (4) Reactant: [Cl:1][C:2]1[C:3]2[CH:10]=[C:9]([C:11]3[C:20]4[C:15](=[CH:16][CH:17]=[CH:18][CH:19]=4)[CH:14]=[CH:13][CH:12]=3)[N:8](S(C3C=CC=CC=3)(=O)=O)[C:4]=2[N:5]=[CH:6][N:7]=1.[OH-].[Na+]. Product: [Cl:1][C:2]1[C:3]2[CH:10]=[C:9]([C:11]3[C:20]4[C:15](=[CH:16][CH:17]=[CH:18][CH:19]=4)[CH:14]=[CH:13][CH:12]=3)[NH:8][C:4]=2[N:5]=[CH:6][N:7]=1. The catalyst class is: 36. (5) Reactant: C[C:2]1(C)[CH2:11][CH2:10][CH:9](O)[C:8]2[CH:7]=[C:6]([C:13]3[CH:14]=[C:15]4[C:20](=[CH:21][CH:22]=3)[CH:19]=[C:18]([C:23]([O:25][CH2:26][CH3:27])=[O:24])[CH:17]=[CH:16]4)[CH:5]=C[C:3]1=2.CCN([CH:35]([CH3:37])[CH3:36])C(C)C.[CH3:38][O:39][CH2:40]Cl.[I-].C([NH3+])(C)(C)C.[OH2:48]. Product: [CH2:26]([O:25][C:23]([C:18]1[CH:17]=[CH:16][C:15]2[C:20](=[CH:21][CH:22]=[C:13]([CH:6]3[CH:7]([O:48][CH2:40][O:39][CH3:38])[C:8]4[CH:3]=[CH:2][CH:11]=[CH:10][C:9]=4[C:35]([CH3:36])([CH3:37])[CH2:5]3)[CH:14]=2)[CH:19]=1)=[O:24])[CH3:27]. The catalyst class is: 124. (6) Reactant: [OH:1][CH2:2][CH2:3][O:4][C@H:5]1[CH2:10][CH2:9][C@H:8]([N:11]2[C:16](=[O:17])[C:15]([CH2:18][C:19]3[CH:24]=[CH:23][C:22]([C:25]4[C:26]([C:31]#[N:32])=[CH:27][CH:28]=[CH:29][CH:30]=4)=[CH:21][CH:20]=3)=[C:14]([CH2:33][CH2:34][CH3:35])[N:13]3[N:36]=[C:37]([CH3:39])[N:38]=[C:12]23)[CH2:7][CH2:6]1.[N:40]1C(C)=CC=CC=1C.FC(F)(F)S(O[Si](C(C)(C)C)(C)C)(=O)=O.Cl.N12CCCN=C1CCCCC2.[C:75]([O:78]CC)(=[O:77])C. Product: [OH:1][CH2:2][CH2:3][O:4][C@H:5]1[CH2:10][CH2:9][C@H:8]([N:11]2[C:16](=[O:17])[C:15]([CH2:18][C:19]3[CH:24]=[CH:23][C:22]([C:25]4[CH:30]=[CH:29][CH:28]=[CH:27][C:26]=4[C:31]4[NH:40][C:75](=[O:77])[O:78][N:32]=4)=[CH:21][CH:20]=3)=[C:14]([CH2:33][CH2:34][CH3:35])[N:13]3[N:36]=[C:37]([CH3:39])[N:38]=[C:12]23)[CH2:7][CH2:6]1. The catalyst class is: 30. (7) Reactant: [OH:1][N:2]=[C:3](Cl)[C:4]1[C:9]([NH:10][CH2:11][C:12]2[CH:17]=[CH:16][C:15]([O:18][CH3:19])=[CH:14][CH:13]=2)=[N:8][CH:7]=[CH:6][N:5]=1.[F:21][C:22]([F:31])([F:30])[C:23]1[CH:24]=[C:25]([NH2:29])[CH:26]=[CH:27][CH:28]=1.C(N(CC)C(C)C)(C)C. Product: [OH:1][N:2]=[C:3]([C:4]1[C:9]([NH:10][CH2:11][C:12]2[CH:17]=[CH:16][C:15]([O:18][CH3:19])=[CH:14][CH:13]=2)=[N:8][CH:7]=[CH:6][N:5]=1)[NH:29][C:25]1[CH:26]=[CH:27][CH:28]=[C:23]([C:22]([F:21])([F:30])[F:31])[CH:24]=1. The catalyst class is: 8. (8) Reactant: [H-].[H-].[H-].[H-].[Li+].[Al+3].[CH3:7][N:8]1[CH2:13][C:12](=O)[NH:11][C:10]2[N:15]=[C:16]([CH3:19])[CH:17]=[CH:18][C:9]1=2. Product: [CH3:7][N:8]1[CH2:13][CH2:12][NH:11][C:10]2[N:15]=[C:16]([CH3:19])[CH:17]=[CH:18][C:9]1=2. The catalyst class is: 1. (9) Reactant: [NH2:1][C:2]1[CH:42]=[CH:41][C:5]([C:6]([NH:8][C:9]2[CH:14]=[CH:13][CH:12]=[C:11]([NH:15][C:16]3[CH:21]=[CH:20][C:19]([Cl:22])=[C:18]([C:23]4[C:31]5[C:26](=[CH:27][CH:28]=[CH:29][CH:30]=5)[N:25](S(C5C=CC=CC=5)(=O)=O)[CH:24]=4)[N:17]=3)[CH:10]=2)=[O:7])=[CH:4][CH:3]=1.[OH-].[Na+]. Product: [NH2:1][C:2]1[CH:42]=[CH:41][C:5]([C:6]([NH:8][C:9]2[CH:14]=[CH:13][CH:12]=[C:11]([NH:15][C:16]3[CH:21]=[CH:20][C:19]([Cl:22])=[C:18]([C:23]4[C:31]5[C:26](=[CH:27][CH:28]=[CH:29][CH:30]=5)[NH:25][CH:24]=4)[N:17]=3)[CH:10]=2)=[O:7])=[CH:4][CH:3]=1. The catalyst class is: 12.